This data is from NCI-60 drug combinations with 297,098 pairs across 59 cell lines. The task is: Regression. Given two drug SMILES strings and cell line genomic features, predict the synergy score measuring deviation from expected non-interaction effect. (1) Drug 1: CN1CCC(CC1)COC2=C(C=C3C(=C2)N=CN=C3NC4=C(C=C(C=C4)Br)F)OC. Drug 2: C1CNP(=O)(OC1)N(CCCl)CCCl. Cell line: NCI-H322M. Synergy scores: CSS=35.5, Synergy_ZIP=1.40, Synergy_Bliss=-0.838, Synergy_Loewe=-7.77, Synergy_HSA=0.0422. (2) Drug 1: C1=C(C(=O)NC(=O)N1)N(CCCl)CCCl. Drug 2: CN(CC1=CN=C2C(=N1)C(=NC(=N2)N)N)C3=CC=C(C=C3)C(=O)NC(CCC(=O)O)C(=O)O. Cell line: SN12C. Synergy scores: CSS=35.6, Synergy_ZIP=2.57, Synergy_Bliss=2.79, Synergy_Loewe=-1.99, Synergy_HSA=4.24. (3) Drug 1: CS(=O)(=O)C1=CC(=C(C=C1)C(=O)NC2=CC(=C(C=C2)Cl)C3=CC=CC=N3)Cl. Drug 2: C1=CN(C=N1)CC(O)(P(=O)(O)O)P(=O)(O)O. Cell line: UACC-257. Synergy scores: CSS=1.35, Synergy_ZIP=0.774, Synergy_Bliss=3.05, Synergy_Loewe=1.34, Synergy_HSA=0.964. (4) Cell line: NCI-H460. Drug 1: CC(C1=C(C=CC(=C1Cl)F)Cl)OC2=C(N=CC(=C2)C3=CN(N=C3)C4CCNCC4)N. Drug 2: C1=CC=C(C(=C1)C(C2=CC=C(C=C2)Cl)C(Cl)Cl)Cl. Synergy scores: CSS=5.13, Synergy_ZIP=-2.10, Synergy_Bliss=0.0585, Synergy_Loewe=-7.72, Synergy_HSA=-0.375. (5) Drug 1: CC1OCC2C(O1)C(C(C(O2)OC3C4COC(=O)C4C(C5=CC6=C(C=C35)OCO6)C7=CC(=C(C(=C7)OC)O)OC)O)O. Drug 2: C1C(C(OC1N2C=NC(=NC2=O)N)CO)O. Cell line: HOP-62. Synergy scores: CSS=39.9, Synergy_ZIP=-0.218, Synergy_Bliss=2.67, Synergy_Loewe=-1.67, Synergy_HSA=2.86. (6) Drug 1: CC=C1C(=O)NC(C(=O)OC2CC(=O)NC(C(=O)NC(CSSCCC=C2)C(=O)N1)C(C)C)C(C)C. Drug 2: N.N.Cl[Pt+2]Cl. Cell line: MDA-MB-435. Synergy scores: CSS=67.3, Synergy_ZIP=1.95, Synergy_Bliss=2.00, Synergy_Loewe=-25.6, Synergy_HSA=2.04.